Task: Predict the product of the given reaction.. Dataset: Forward reaction prediction with 1.9M reactions from USPTO patents (1976-2016) (1) Given the reactants [Cl:1][C:2]1[CH:26]=[CH:25][C:5]([C:6]([NH:8][CH:9]([CH2:13][C:14]2[C:23]3[C:18](=[CH:19][CH:20]=[CH:21][CH:22]=3)[NH:17][C:16](=[O:24])[CH:15]=2)[C:10]([OH:12])=[S:11])=[O:7])=[CH:4][CH:3]=1.Br[CH2:28][CH:29]1[O:33][CH2:32][CH2:31][O:30]1, predict the reaction product. The product is: [Cl:1][C:2]1[CH:3]=[CH:4][C:5]([C:6]([NH:8][CH:9]([CH2:13][C:14]2[C:23]3[C:18](=[CH:19][CH:20]=[CH:21][CH:22]=3)[NH:17][C:16](=[O:24])[CH:15]=2)[C:10]([S:11][CH2:28][CH:29]2[O:33][CH2:32][CH2:31][O:30]2)=[O:12])=[O:7])=[CH:25][CH:26]=1. (2) Given the reactants C(O[C:5]1[CH:10]=[CH:9][C:8]([CH3:11])=[CH:7][C:6]=1[C:12]1[N:20]([CH2:21][C:22]2[CH:27]=[CH:26][C:25]([Cl:28])=[CH:24][CH:23]=2)[C:19]2[C:14](=[N:15][C:16]([Cl:35])=[N:17][C:18]=2[NH:29][C@@H:30]([CH:32]2[CH2:34][CH2:33]2)[CH3:31])[N:13]=1)C=C.C[N+]1([O-])CC[O:40]CC1.[OH2:44].S([O-])([O-])(=O)=S.[Na+].[Na+].[CH3:52][C:53]([CH3:55])=[O:54], predict the reaction product. The product is: [Cl:35][C:16]1[N:15]=[C:14]2[C:19]([N:20]([CH2:21][C:22]3[CH:23]=[CH:24][C:25]([Cl:28])=[CH:26][CH:27]=3)[C:12]([C:6]3[CH:7]=[C:8]([CH3:11])[CH:9]=[CH:10][C:5]=3[O:44][CH2:52][CH:53]([OH:54])[CH2:55][OH:40])=[N:13]2)=[C:18]([NH:29][C@@H:30]([CH:32]2[CH2:33][CH2:34]2)[CH3:31])[N:17]=1. (3) Given the reactants C([O:3][C:4]1[CH:9]=[C:8]([O:10][CH3:11])[C:7]([CH3:12])=[C:6]([O:13][CH3:14])[CH:5]=1)=O.C([O-])([O-])=O.[K+].[K+].Cl, predict the reaction product. The product is: [CH3:14][O:13][C:6]1[CH:5]=[C:4]([OH:3])[CH:9]=[C:8]([O:10][CH3:11])[C:7]=1[CH3:12]. (4) Given the reactants C(C1(O)C[CH2:7][C@@H:6]([C:9]([O:11][CH2:12][C:13]2[CH:18]=[CH:17][CH:16]=[CH:15][CH:14]=2)=[O:10])C1)C=C.I([O-])(=O)(=O)=O.[Na+].[CH:26]([OH:29])([CH3:28])[CH3:27].[C:30]([O:33]CC)(=[O:32])[CH3:31], predict the reaction product. The product is: [CH2:12]([O:11][C:9]([CH:6]1[CH2:7][CH2:28][C:26]([CH2:31][C:30]([OH:33])=[O:32])([OH:29])[CH2:27]1)=[O:10])[C:13]1[CH:14]=[CH:15][CH:16]=[CH:17][CH:18]=1. (5) Given the reactants [BH4-].[Na+].[CH2:3]([O:10][CH2:11][CH2:12][CH2:13][C:14](=[O:16])[CH3:15])[C:4]1[CH:9]=[CH:8][CH:7]=[CH:6][CH:5]=1.O, predict the reaction product. The product is: [CH2:3]([O:10][CH2:11][CH2:12][CH2:13][CH:14]([OH:16])[CH3:15])[C:4]1[CH:9]=[CH:8][CH:7]=[CH:6][CH:5]=1.